Dataset: Full USPTO retrosynthesis dataset with 1.9M reactions from patents (1976-2016). Task: Predict the reactants needed to synthesize the given product. (1) Given the product [CH3:27][NH:26][C:21]1[CH:20]=[C:19]([C:11]2[CH:12]=[CH:13][CH:14]=[C:9]([C:7]([N:1]3[CH2:6][CH2:5][O:4][CH2:3][CH2:2]3)=[O:8])[CH:10]=2)[N:24]=[C:23]([NH2:25])[N:22]=1, predict the reactants needed to synthesize it. The reactants are: [N:1]1([C:7]([C:9]2[CH:10]=[C:11](B(O)O)[CH:12]=[CH:13][CH:14]=2)=[O:8])[CH2:6][CH2:5][O:4][CH2:3][CH2:2]1.Cl[C:19]1[N:24]=[C:23]([NH2:25])[N:22]=[C:21]([NH:26][CH3:27])[CH:20]=1. (2) Given the product [OH:9][C:10]1[C:11]([C:17]2[CH:22]=[C:21]([F:23])[CH:20]=[C:19]([F:24])[C:18]=2[F:25])=[C:12]([OH:13])[N:3]2[N:4]=[CH:5][N:6]=[C:2]2[N:1]=1, predict the reactants needed to synthesize it. The reactants are: [NH2:1][C:2]1[N:6]=[CH:5][NH:4][N:3]=1.C([O:9][C:10](=O)[CH:11]([C:17]1[CH:22]=[C:21]([F:23])[CH:20]=[C:19]([F:24])[C:18]=1[F:25])[C:12](OCC)=[O:13])C.C(N(CCCC)CCCC)CCC. (3) Given the product [F:30][C:27]1[CH:26]=[CH:25][C:24]([C:22]2[N:21]=[C:20]([N:31]3[CH2:35][CH2:34][CH2:33][C@H:32]3[CH3:36])[N:19]=[C:18]([N:15]3[CH2:16][CH2:17][N:12]([C:7]4[N:6]=[C:5]([C:3]([OH:4])=[O:2])[CH:10]=[CH:9][C:8]=4[CH3:11])[CH2:13][C@H:14]3[CH3:37])[CH:23]=2)=[CH:29][CH:28]=1, predict the reactants needed to synthesize it. The reactants are: C[O:2][C:3]([C:5]1[CH:10]=[CH:9][C:8]([CH3:11])=[C:7]([N:12]2[CH2:17][CH2:16][N:15]([C:18]3[CH:23]=[C:22]([C:24]4[CH:29]=[CH:28][C:27]([F:30])=[CH:26][CH:25]=4)[N:21]=[C:20]([N:31]4[CH2:35][CH2:34][CH2:33][C@H:32]4[CH3:36])[N:19]=3)[C@H:14]([CH3:37])[CH2:13]2)[N:6]=1)=[O:4].O.O[Li].O. (4) Given the product [Br:16][C:17]1[CH:22]=[CH:21][CH:20]=[CH:19][C:18]=1[CH2:23][C:2]([CH3:4])([CH3:3])[C:1]#[N:5], predict the reactants needed to synthesize it. The reactants are: [C:1](#[N:5])[CH:2]([CH3:4])[CH3:3].[Li+].C[Si]([N-][Si](C)(C)C)(C)C.[Br:16][C:17]1[CH:22]=[CH:21][CH:20]=[CH:19][C:18]=1[CH2:23]Br.